This data is from Reaction yield outcomes from USPTO patents with 853,638 reactions. The task is: Predict the reaction yield, written as a fraction of the theoretical maximum amount of product (1.0 means a 100% yield; for example, 0.34 means a 34% yield). (1) The reactants are [C:1]1([OH:11])[C:10]2[CH2:9][CH2:8][CH2:7][CH2:6][C:5]=2[CH:4]=[CH:3][CH:2]=1.[Br:12][C:13]1[C:14]([CH3:23])=[C:15]([N+:20]([O-:22])=[O:21])[C:16](Cl)=[N:17][CH:18]=1.C(=O)([O-])[O-].[K+].[K+]. The catalyst is CN(C=O)C.O. The product is [Br:12][C:13]1[C:14]([CH3:23])=[C:15]([N+:20]([O-:22])=[O:21])[C:16]([O:11][C:1]2[C:10]3[CH2:9][CH2:8][CH2:7][CH2:6][C:5]=3[CH:4]=[CH:3][CH:2]=2)=[N:17][CH:18]=1. The yield is 0.500. (2) The reactants are COC1C=C(OC)C=CC=1C[NH:6][C:7]1[CH:16]=[N:15][C:14]2[C:9](=[CH:10][C:11]([O:17][CH3:18])=[CH:12][CH:13]=2)[N:8]=1.[C:25]([OH:31])([C:27]([F:30])([F:29])[F:28])=[O:26]. The catalyst is C(Cl)Cl. The product is [F:28][C:27]([F:30])([F:29])[C:25]([OH:31])=[O:26].[CH3:18][O:17][C:11]1[CH:10]=[C:9]2[C:14]([N:15]=[CH:16][C:7]([NH2:6])=[N:8]2)=[CH:13][CH:12]=1. The yield is 0.990. (3) The reactants are [C:1](Cl)(=[O:3])[CH3:2].[NH2:5][C:6]1[CH:7]=[C:8]([CH:21]=[CH:22][CH:23]=1)[C:9]([C:11]1[CH:12]=[C:13]2[C:17](=[CH:18][CH:19]=1)[NH:16][C:15](=[O:20])[CH2:14]2)=[O:10]. The catalyst is C1COCC1. The product is [O:20]=[C:15]1[CH2:14][C:13]2[C:17](=[CH:18][CH:19]=[C:11]([C:9]([C:8]3[CH:7]=[C:6]([NH:5][C:1](=[O:3])[CH3:2])[CH:23]=[CH:22][CH:21]=3)=[O:10])[CH:12]=2)[NH:16]1. The yield is 0.610. (4) The reactants are [CH3:1][O:2][C:3](=[O:12])[C:4]1[CH:9]=[CH:8][C:7]([CH3:10])=[CH:6][C:5]=1Br.[CH2:13]([Sn](CCCC)(CCCC)CCCC)[CH:14]=[CH2:15].[Cl-].[Li+]. The catalyst is CN(C=O)C.C(#N)C.Cl[Pd](Cl)([P](C1C=CC=CC=1)(C1C=CC=CC=1)C1C=CC=CC=1)[P](C1C=CC=CC=1)(C1C=CC=CC=1)C1C=CC=CC=1. The product is [CH3:1][O:2][C:3](=[O:12])[C:4]1[CH:9]=[CH:8][C:7]([CH3:10])=[CH:6][C:5]=1[CH2:15][CH:14]=[CH2:13]. The yield is 0.890.